From a dataset of Full USPTO retrosynthesis dataset with 1.9M reactions from patents (1976-2016). Predict the reactants needed to synthesize the given product. (1) Given the product [CH2:21]([N:13]([C:14]1[CH:19]=[CH:18][C:17]([F:20])=[CH:16][N:15]=1)[C:11]([C:8]1[CH:9]=[CH:10][N:5]2[N:4]=[CH:3][C:2]([C:29]3[CH:28]=[N:27][C:26]([C:25](=[O:41])[NH:24][CH3:23])=[CH:31][CH:30]=3)=[C:6]2[CH:7]=1)=[O:12])[CH3:22], predict the reactants needed to synthesize it. The reactants are: Br[C:2]1[CH:3]=[N:4][N:5]2[CH:10]=[CH:9][C:8]([C:11]([N:13]([CH2:21][CH3:22])[C:14]3[CH:19]=[CH:18][C:17]([F:20])=[CH:16][N:15]=3)=[O:12])=[CH:7][C:6]=12.[CH3:23][NH:24][C:25](=[O:41])[C:26]1[CH:31]=[CH:30][C:29](B2OC(C)(C)C(C)(C)O2)=[CH:28][N:27]=1.C([O-])([O-])=O.[K+].[K+]. (2) The reactants are: N#N.CC1[N:5]([C:10]2[CH:15]=[C:14]([CH3:16])[CH:13]=[C:12]([C:17]3[CH:22]=[CH:21][C:20]([CH2:23][CH2:24][N:25]4[CH2:30][CH2:29][N:28]([CH2:31][CH2:32][C:33]5[CH:38]=[CH:37][CH:36]=[CH:35][CH:34]=5)[CH2:27][CH2:26]4)=[CH:19][CH:18]=3)[N:11]=2)C(C)=CC=1.Cl.NO.[2H]C(Cl)(Cl)Cl.CO[2H]. Given the product [CH2:31]([N:28]1[CH2:27][CH2:26][N:25]([CH2:24][CH2:23][C:20]2[CH:21]=[CH:22][C:17]([C:12]3[N:11]=[C:10]([NH2:5])[CH:15]=[C:14]([CH3:16])[CH:13]=3)=[CH:18][CH:19]=2)[CH2:30][CH2:29]1)[CH2:32][C:33]1[CH:34]=[CH:35][CH:36]=[CH:37][CH:38]=1, predict the reactants needed to synthesize it. (3) Given the product [CH3:45][C:41]([OH:40])([CH3:46])[C:42]([N:9]1[C:10]2[C:6](=[CH:5][C:4]([O:3][CH3:2])=[C:12]([N+:13]([O-:15])=[O:14])[CH:11]=2)[CH2:7][CH2:8]1)=[O:43], predict the reactants needed to synthesize it. The reactants are: Cl.[CH3:2][O:3][C:4]1[CH:5]=[C:6]2[C:10](=[CH:11][C:12]=1[N+:13]([O-:15])=[O:14])[NH:9][CH2:8][CH2:7]2.CN(C(ON1N=NC2C=CC=NC1=2)=[N+](C)C)C.F[P-](F)(F)(F)(F)F.[OH:40][C:41]([CH3:46])([CH3:45])[C:42](O)=[O:43].CCN(C(C)C)C(C)C. (4) Given the product [OH:27][C@:26]1([C@@H:28]2[CH2:32][CH2:31][CH2:30][N:29]2[C:33]([O:35][C:36]([CH3:39])([CH3:38])[CH3:37])=[O:34])[O:22][N:21]=[C:19]([C:14]2[N:15]=[CH:16][CH:17]=[CH:18][N:13]=2)[CH2:20]1, predict the reactants needed to synthesize it. The reactants are: C([Li])CCC.C(NC(C)C)(C)C.[N:13]1[CH:18]=[CH:17][CH:16]=[N:15][C:14]=1[C:19](=[N:21][OH:22])[CH3:20].CON(C)[C:26]([C@@H:28]1[CH2:32][CH2:31][CH2:30][N:29]1[C:33]([O:35][C:36]([CH3:39])([CH3:38])[CH3:37])=[O:34])=[O:27]. (5) The reactants are: Cl[CH2:2][C:3]1[CH:28]=[CH:27][C:6]([O:7][CH2:8][C:9]2[N:10]=[C:11]([C:15]3[CH:20]=[CH:19][C:18]([CH2:21][C:22]([O:24][CH2:25][CH3:26])=[O:23])=[CH:17][CH:16]=3)[O:12][C:13]=2[CH3:14])=[C:5]([O:29][CH3:30])[CH:4]=1.Cl.[CH3:32][C:33]1[S:34][CH:35]=[C:36](/[CH:38]=[CH:39]/[C:40]2[C:41]([OH:51])=[N:42][N:43]([C:45]3[CH:50]=[CH:49][CH:48]=[CH:47][CH:46]=3)[CH:44]=2)[N:37]=1.C(=O)([O-])[O-].[K+].[K+].CN(C)C=O. Given the product [CH3:30][O:29][C:5]1[CH:4]=[C:3]([CH2:2][O:51][C:41]2[C:40](/[CH:39]=[CH:38]/[C:36]3[N:37]=[C:33]([CH3:32])[S:34][CH:35]=3)=[CH:44][N:43]([C:45]3[CH:50]=[CH:49][CH:48]=[CH:47][CH:46]=3)[N:42]=2)[CH:28]=[CH:27][C:6]=1[O:7][CH2:8][C:9]1[N:10]=[C:11]([C:15]2[CH:16]=[CH:17][C:18]([CH2:21][C:22]([O:24][CH2:25][CH3:26])=[O:23])=[CH:19][CH:20]=2)[O:12][C:13]=1[CH3:14], predict the reactants needed to synthesize it.